Task: Predict the product of the given reaction.. Dataset: Forward reaction prediction with 1.9M reactions from USPTO patents (1976-2016) (1) Given the reactants Cl.[OH:2][C:3]1[C:4]([O:24][CH3:25])=[C:5]([C:10](=[O:23])[CH2:11][NH:12][C:13]([CH3:22])([CH3:21])[CH2:14][C:15]2[CH:20]=[CH:19][CH:18]=[CH:17][CH:16]=2)[CH:6]=[CH:7][C:8]=1[OH:9], predict the reaction product. The product is: [CH3:22][C:13]([NH:12][CH2:11][CH:10]([C:5]1[C:4]([O:24][CH3:25])=[C:3]([OH:2])[C:8]([OH:9])=[CH:7][CH:6]=1)[OH:23])([CH3:21])[CH2:14][C:15]1[CH:16]=[CH:17][CH:18]=[CH:19][CH:20]=1. (2) Given the reactants [CH3:1][O:2][C:3]1[CH:4]=[C:5]([C:9](=[O:27])[C:10](=[CH:14][C:15]2[CH:16]=[CH:17][CH:18]=[C:19]3[C:24]=2[O:23][C:22]([CH3:25])=[CH:21][C:20]3=[O:26])[C:11](=O)[CH3:12])[CH:6]=[CH:7][CH:8]=1.[NH2:28]/[C:29](/[CH3:37])=[CH:30]\[C:31]([O:33][CH2:34][CH2:35][CH3:36])=[O:32], predict the reaction product. The product is: [CH3:1][O:2][C:3]1[CH:4]=[C:5]([CH:6]=[CH:7][CH:8]=1)[C:9]([C:10]1[CH:14]([C:15]2[CH:16]=[CH:17][CH:18]=[C:19]3[C:24]=2[O:23][C:22]([CH3:25])=[CH:21][C:20]3=[O:26])[C:30]([C:31]([O:33][CH2:34][CH2:35][CH3:36])=[O:32])=[C:29]([CH3:37])[NH:28][C:11]=1[CH3:12])=[O:27]. (3) Given the reactants [N+:1]([C:4]1[NH:8][N:7]=[C:6]([C:9]([OH:11])=[O:10])[CH:5]=1)([O-:3])=[O:2].CS(O)(=O)=O.[CH2:17](O)[CH3:18], predict the reaction product. The product is: [N+:1]([C:4]1[NH:8][N:7]=[C:6]([C:9]([O:11][CH2:17][CH3:18])=[O:10])[CH:5]=1)([O-:3])=[O:2].